From a dataset of Full USPTO retrosynthesis dataset with 1.9M reactions from patents (1976-2016). Predict the reactants needed to synthesize the given product. (1) The reactants are: C[O:2][C:3]1[CH:4]=[C:5]2[C:9](=[CH:10][CH:11]=1)[CH2:8][CH:7]([C:12]([O:14][CH3:15])=[O:13])[CH2:6]2.B(Br)(Br)Br. Given the product [OH:2][C:3]1[CH:4]=[C:5]2[C:9](=[CH:10][CH:11]=1)[CH2:8][CH:7]([C:12]([O:14][CH3:15])=[O:13])[CH2:6]2, predict the reactants needed to synthesize it. (2) Given the product [C:1]([O:6][C:4](=[O:5])[CH:3]=[CH2:2])(=[O:7])/[CH:10]=[CH:9]\[C:8]([OH:12])=[O:11], predict the reactants needed to synthesize it. The reactants are: [C:1]1(=[O:7])[O:6][C:4](=[O:5])[CH:3]=[CH:2]1.[C:8]([O-:12])(=[O:11])[CH:9]=[CH2:10]. (3) Given the product [Br:23][C:22]1[CH:21]=[C:20]([O:24][C:25]([F:28])([F:27])[F:26])[CH:19]=[C:15]2[C:14]=1[N:13]=[CH:30][N:12]([NH:11][C:5]1[CH:6]=[C:7]([F:10])[CH:8]=[CH:9][C:4]=1[S:3][CH2:1][CH3:2])[C:16]2=[O:17], predict the reactants needed to synthesize it. The reactants are: [CH2:1]([S:3][C:4]1[CH:9]=[CH:8][C:7]([F:10])=[CH:6][C:5]=1[NH:11][NH2:12])[CH3:2].[NH2:13][C:14]1[C:22]([Br:23])=[CH:21][C:20]([O:24][C:25]([F:28])([F:27])[F:26])=[CH:19][C:15]=1[C:16](O)=[O:17].N[C:30]1C(C(NNC2C=C(C#N)C=CC=2SCC)=O)=CC(Br)=CN=1.